The task is: Predict the product of the given reaction.. This data is from Forward reaction prediction with 1.9M reactions from USPTO patents (1976-2016). (1) Given the reactants Cl[C:2]1[N:7]=[CH:6][C:5]2[C:8]([CH:30]3[CH2:33][CH2:32][CH2:31]3)=[N:9][N:10](C(C3C=CC=CC=3)(C3C=CC=CC=3)C3C=CC=CC=3)[C:4]=2[CH:3]=1.[CH2:34]([NH:38][C:39]([NH2:41])=[O:40])[CH2:35][CH2:36][CH3:37].CC1(C)C2C(=C(P(C3C=CC=CC=3)C3C=CC=CC=3)C=CC=2)OC2C(P(C3C=CC=CC=3)C3C=CC=CC=3)=CC=CC1=2.C([O-])([O-])=O.[Cs+].[Cs+].C(O)(C(F)(F)F)=O, predict the reaction product. The product is: [CH2:34]([NH:38][C:39]([NH:41][C:2]1[N:7]=[CH:6][C:5]2[C:8]([CH:30]3[CH2:31][CH2:32][CH2:33]3)=[N:9][NH:10][C:4]=2[CH:3]=1)=[O:40])[CH2:35][CH2:36][CH3:37]. (2) Given the reactants [CH:1]1([CH2:4][N:5]2[CH2:30][CH2:29][C@:12]34[C:13]5[C:14]6[O:28][C@H:11]3[C:10](=[O:31])[CH2:9][CH2:8][C@@:7]4([O:32][CH2:33][C:34]3[CH:39]=[CH:38][CH:37]=[CH:36][CH:35]=3)[C@H:6]2[CH2:19][C:18]=5[CH:17]=[CH:16][C:15]=6[O:20]CC2C=CC=CC=2)[CH2:3][CH2:2]1, predict the reaction product. The product is: [CH:1]1([CH2:4][N:5]2[CH2:30][CH2:29][C@:12]34[C:13]5[C:14]6[O:28][C@H:11]3[C:10](=[O:31])[CH2:9][CH2:8][C@@:7]4([O:32][CH2:33][C:34]3[CH:35]=[CH:36][CH:37]=[CH:38][CH:39]=3)[C@H:6]2[CH2:19][C:18]=5[CH:17]=[CH:16][C:15]=6[OH:20])[CH2:3][CH2:2]1. (3) Given the reactants [CH2:1]([C:3]1[CH:4]=[CH:5][CH:6]=[C:7]2[C:11]=1[NH:10][CH:9]=[C:8]2[CH:12]([C:23]1[CH:28]=[CH:27][C:26]([C:29]([F:32])([F:31])[F:30])=[CH:25][CH:24]=1)[CH:13]1C(=O)O[C:16](C)([CH3:20])[O:15][C:14]1=[O:22])[CH3:2], predict the reaction product. The product is: [CH2:1]([C:3]1[CH:4]=[CH:5][CH:6]=[C:7]2[C:11]=1[NH:10][CH:9]=[C:8]2[CH:12]([C:23]1[CH:28]=[CH:27][C:26]([C:29]([F:31])([F:30])[F:32])=[CH:25][CH:24]=1)[CH2:13][C:14]([O:15][CH2:16][CH3:20])=[O:22])[CH3:2]. (4) Given the reactants [NH2:1][C:2]1[C:11]2[C:6](=[CH:7][CH:8]=[CH:9][CH:10]=2)[CH:5]=[CH:4][C:3]=1[C:12]([OH:21])([C:17]([F:20])([F:19])[F:18])[C:13]([F:16])([F:15])[F:14].[CH:22]1([C:25](Cl)=[O:26])[CH2:24][CH2:23]1, predict the reaction product. The product is: [F:20][C:17]([F:18])([F:19])[C:12]([C:3]1[CH:4]=[CH:5][C:6]2[C:11](=[CH:10][CH:9]=[CH:8][CH:7]=2)[C:2]=1[NH:1][C:25]([CH:22]1[CH2:24][CH2:23]1)=[O:26])([OH:21])[C:13]([F:14])([F:15])[F:16]. (5) Given the reactants [CH3:1][C@H:2]1[CH2:7][CH2:6][CH2:5][CH2:4][C@H:3]1[NH:8][C:9]1[C:10]2[N:11]([CH:18]=[C:19]([N+:21]([O-])=O)[CH:20]=2)[N:12]=[CH:13][C:14]=1[C:15]([NH2:17])=[O:16], predict the reaction product. The product is: [NH2:21][C:19]1[CH:20]=[C:10]2[C:9]([NH:8][C@@H:3]3[CH2:4][CH2:5][CH2:6][CH2:7][C@@H:2]3[CH3:1])=[C:14]([C:15]([NH2:17])=[O:16])[CH:13]=[N:12][N:11]2[CH:18]=1. (6) Given the reactants [CH3:1][O:2][C:3]1[CH:12]=[CH:11][CH:10]=[C:9]2[C:4]=1[CH:5]=[CH:6][C:7](=O)[C:8]2=O.COC1C=CC=C2C=1CCCC2=O.[Se](=O)=O.C(O)(=O)C.C(O)(=O)C.[NH2:39][C:40]1[C:48]([NH2:49])=[CH:47][CH:46]=[CH:45][C:41]=1[C:42]([OH:44])=[O:43].Cl, predict the reaction product. The product is: [CH3:1][O:2][C:3]1[C:4]2=[CH:5][CH:6]=[C:7]3[C:8]([N:39]=[C:40]4[C:48]([CH:47]=[CH:46][CH:45]=[C:41]4[C:42]([OH:44])=[O:43])=[N:49]3)=[C:9]2[CH:10]=[CH:11][CH:12]=1. (7) Given the reactants [H-].C([Al+]CC(C)C)C(C)C.[CH3:11][C:12]1[C:22](C(O)=O)=[N:21][C:20]2[C:19]3[S:26][CH:27]=[CH:28][C:18]=3[CH2:17][CH2:16][O:15][C:14]=2[CH:13]=1.CC[O:31]C(C)=O, predict the reaction product. The product is: [OH:31][CH2:11][C:12]1[CH:22]=[N:21][C:20]2[C:19]3[S:26][CH:27]=[CH:28][C:18]=3[CH2:17][CH2:16][O:15][C:14]=2[CH:13]=1. (8) The product is: [CH3:10][N:1]1[C:9]2[C:4](=[CH:5][CH:6]=[CH:7][CH:8]=2)[CH:3]=[CH:2]1. Given the reactants [NH:1]1[C:9]2[C:4](=[CH:5][CH:6]=[CH:7][CH:8]=2)[CH:3]=[CH:2]1.[C:10](OC)(=O)C(OC)=O.CC(C)([O-])C.[K+].Cl, predict the reaction product. (9) The product is: [Cl:23][C:17]1[CH:18]=[CH:19][CH:20]=[C:21]2[C:16]=1[C:15](=[O:24])[N:14]([CH2:25][C:26]1[CH:31]=[CH:30][C:29]([F:32])=[CH:28][C:27]=1[F:33])[C:13]([C:11]1[S:12][C:8]([C:5]3[CH:6]=[CH:7][C:2]([NH:1][CH2:38][CH3:39])=[C:3]([C:34]([F:37])([F:36])[F:35])[CH:4]=3)=[CH:9][CH:10]=1)=[CH:22]2. Given the reactants [NH2:1][C:2]1[CH:7]=[CH:6][C:5]([C:8]2[S:12][C:11]([C:13]3[N:14]([CH2:25][C:26]4[CH:31]=[CH:30][C:29]([F:32])=[CH:28][C:27]=4[F:33])[C:15](=[O:24])[C:16]4[C:21]([CH:22]=3)=[CH:20][CH:19]=[CH:18][C:17]=4[Cl:23])=[CH:10][CH:9]=2)=[CH:4][C:3]=1[C:34]([F:37])([F:36])[F:35].[CH:38](=O)[CH3:39], predict the reaction product. (10) Given the reactants [Cl:1][C:2]1[CH:9]=[CH:8][C:5]([CH2:6]Cl)=[C:4]([CH3:10])[CH:3]=1.[C-:11]#[N:12].[K+], predict the reaction product. The product is: [Cl:1][C:2]1[CH:9]=[CH:8][C:5]([CH2:6][C:11]#[N:12])=[C:4]([CH3:10])[CH:3]=1.